From a dataset of Kinase inhibitor bioactivity data combining Ki, Kd, and IC50 measurements. Regression. Given a target protein amino acid sequence and a drug SMILES string, predict the binding affinity score between them. We predict KIBA score (integrated kinase binding score). Dataset: kiba. (1) The compound is CCCCCCCCCCCCCCCCSCC(C[N+](C)(C)C)OC.[Br-]. The target protein (Q05513) has sequence MPSRTGPKMEGSGGRVRLKAHYGGDIFITSVDAATTFEELCEEVRDMCRLHQQHPLTLKWVDSEGDPCTVSSQMELEEAFRLARQCRDEGLIIHVFPSTPEQPGLPCPGEDKSIYRRGARRWRKLYRANGHLFQAKRFNRRAYCGQCSERIWGLARQGYRCINCKLLVHKRCHGLVPLTCRKHMDSVMPSQEPPVDDKNEDADLPSEETDGIAYISSSRKHDSIKDDSEDLKPVIDGMDGIKISQGLGLQDFDLIRVIGRGSYAKVLLVRLKKNDQIYAMKVVKKELVHDDEDIDWVQTEKHVFEQASSNPFLVGLHSCFQTTSRLFLVIEYVNGGDLMFHMQRQRKLPEEHARFYAAEICIALNFLHERGIIYRDLKLDNVLLDADGHIKLTDYGMCKEGLGPGDTTSTFCGTPNYIAPEILRGEEYGFSVDWWALGVLMFEMMAGRSPFDIITDNPDMNTEDYLFQVILEKPIRIPRFLSVKASHVLKGFLNKDPKER.... The KIBA score is 10.7. (2) The drug is O=C(Nc1ccc2cn[nH]c2c1)c1ccc(Cl)cc1. The target protein (P29317) has sequence MELQAARACFALLWGCALAAAAAAQGKEVVLLDFAAAGGELGWLTHPYGKGWDLMQNIMNDMPIYMYSVCNVMSGDQDNWLRTNWVYRGEAERIFIELKFTVRDCNSFPGGASSCKETFNLYYAESDLDYGTNFQKRLFTKIDTIAPDEITVSSDFEARHVKLNVEERSVGPLTRKGFYLAFQDIGACVALLSVRVYYKKCPELLQGLAHFPETIAGSDAPSLATVAGTCVDHAVVPPGGEEPRMHCAVDGEWLVPIGQCLCQAGYEKVEDACQACSPGFFKFEASESPCLECPEHTLPSPEGATSCECEEGFFRAPQDPASMPCTRPPSAPHYLTAVGMGAKVELRWTPPQDSGGREDIVYSVTCEQCWPESGECGPCEASVRYSEPPHGLTRTSVTVSDLEPHMNYTFTVEARNGVSGLVTSRSFRTASVSINQTEPPKVRLEGRSTTSLSVSWSIPPPQQSRVWKYEVTYRKKGDSNSYNVRRTEGFSVTLDDLAPD.... The KIBA score is 11.6. (3) The small molecule is CCOc1nc(C(=O)NCc2ccccc2S(N)(=O)=O)cc(N)c1C#N. The target protein (Q04771) has sequence MVDGVMILPVLIMIALPSPSMEDEKPKVNPKLYMCVCEGLSCGNEDHCEGQQCFSSLSINDGFHVYQKGCFQVYEQGKMTCKTPPSPGQAVECCQGDWCNRNITAQLPTKGKSFPGTQNFHLEVGLIILSVVFAVCLLACLLGVALRKFKRRNQERLNPRDVEYGTIEGLITTNVGDSTLADLLDHSCTSGSGSGLPFLVQRTVARQITLLECVGKGRYGEVWRGSWQGENVAVKIFSSRDEKSWFRETELYNTVMLRHENILGFIASDMTSRHSSTQLWLITHYHEMGSLYDYLQLTTLDTVSCLRIVLSIASGLAHLHIEIFGTQGKPAIAHRDLKSKNILVKKNGQCCIADLGLAVMHSQSTNQLDVGNNPRVGTKRYMAPEVLDETIQVDCFDSYKRVDIWAFGLVLWEVARRMVSNGIVEDYKPPFYDVVPNDPSFEDMRKVVCVDQQRPNIPNRWFSDPTLTSLAKLMKECWYQNPSARLTALRIKKTLTKIDN.... The KIBA score is 11.5. (4) The compound is NC(COc1cncc(C=Cc2ccncc2)c1)Cc1c[nH]c2ccccc12. The target protein (Q96SB4) has sequence MERKVLALQARKKRTKAKKDKAQRKSETQHRGSAPHSESDLPEQEEEILGSDDDEQEDPNDYCKGGYHLVKIGDLFNGRYHVIRKLGWGHFSTVWLSWDIQGKKFVAMKVVKSAEHYTETALDEIRLLKSVRNSDPNDPNREMVVQLLDDFKISGVNGTHICMVFEVLGHHLLKWIIKSNYQGLPLPCVKKIIQQVLQGLDYLHTKCRIIHTDIKPENILLSVNEQYIRRLAAEATEWQRSGAPPPSGSAVSTAPQPKPADKMSKNKKKKLKKKQKRQAELLEKRMQEIEEMEKESGPGQKRPNKQEESESPVERPLKENPPNKMTQEKLEESSTIGQDQTLMERDTEGGAAEINCNGVIEVINYTQNSNNETLRHKEDLHNANDCDVQNLNQESSFLSSQNGDSSTSQETDSCTPITSEVSDTMVCQSSSTVGQSFSEQHISQLQESIRAEIPCEDEQEQEHNGPLDNKGKSTAGNFLVNPLEPKNAEKLKVKIADLGN.... The KIBA score is 11.2. (5) The small molecule is Cn1cc(C(CN)c2cncc(C=Cc3ccncc3)c2)c2ccccc21. The target protein (O43293) has sequence MSTFRQEDVEDHYEMGEELGSGQFAIVRKCRQKGTGKEYAAKFIKKRRLSSSRRGVSREEIEREVNILREIRHPNIITLHDIFENKTDVVLILELVSGGELFDFLAEKESLTEDEATQFLKQILDGVHYLHSKRIAHFDLKPENIMLLDKNVPNPRIKLIDFGIAHKIEAGNEFKNIFGTPEFVAPEIVNYEPLGLEADMWSIGVITYILLSGASPFLGETKQETLTNISAVNYDFDEEYFSNTSELAKDFIRRLLVKDPKRRMTIAQSLEHSWIKAIRRRNVRGEDSGRKPERRRLKTTRLKEYTIKSHSSLPPNNSYADFERFSKVLEEAAAAEEGLRELQRSRRLCHEDVEALAAIYEEKEAWYREESDSLGQDLRRLRQELLKTEALKRQAQEEAKGALLGTSGLKRRFSRLENRYEALAKQVASEMRFVQDLVRALEQEKLQGVECGLR. The KIBA score is 12.0. (6) The small molecule is Cc1cnc(Nc2ccc(F)cc2Cl)nc1-c1c[nH]c(C(=O)NC(CO)c2cccc(Cl)c2)c1. The target protein (Q02779) has sequence MEEEEGAVAKEWGTTPAGPVWTAVFDYEAAGDEELTLRRGDRVQVLSQDCAVSGDEGWWTGQLPSGRVGVFPSNYVAPGAPAAPAGLQLPQEIPFHELQLEEIIGVGGFGKVYRALWRGEEVAVKAARLDPEKDPAVTAEQVCQEARLFGALQHPNIIALRGACLNPPHLCLVMEYARGGALSRVLAGRRVPPHVLVNWAVQVARGMNYLHNDAPVPIIHRDLKSINILILEAIENHNLADTVLKITDFGLAREWHKTTKMSAAGTYAWMAPEVIRLSLFSKSSDVWSFGVLLWELLTGEVPYREIDALAVAYGVAMNKLTLPIPSTCPEPFARLLEECWDPDPHGRPDFGSILKRLEVIEQSALFQMPLESFHSLQEDWKLEIQHMFDDLRTKEKELRSREEELLRAAQEQRFQEEQLRRREQELAEREMDIVERELHLLMCQLSQEKPRVRKRKGNFKRSRLLKLREGGSHISLPSGFEHKITVQASPTLDKRKGSDG.... The KIBA score is 11.1.